Task: Regression. Given a peptide amino acid sequence and an MHC pseudo amino acid sequence, predict their binding affinity value. This is MHC class I binding data.. Dataset: Peptide-MHC class I binding affinity with 185,985 pairs from IEDB/IMGT (1) The peptide sequence is ELADARRAL. The MHC is HLA-A68:02 with pseudo-sequence HLA-A68:02. The binding affinity (normalized) is 0.594. (2) The peptide sequence is STTSTGPCR. The MHC is Patr-A0101 with pseudo-sequence Patr-A0101. The binding affinity (normalized) is 0.00411.